This data is from Retrosynthesis with 50K atom-mapped reactions and 10 reaction types from USPTO. The task is: Predict the reactants needed to synthesize the given product. (1) Given the product COc1cncc(-c2cnc(Cl)cc2Nc2c(C)c(N3CCCC3=O)nc3cc(F)cc(F)c23)c1, predict the reactants needed to synthesize it. The reactants are: COc1cncc(-c2cnc(Cl)cc2N)c1.Cc1c(N2CCCC2=O)nc2cc(F)cc(F)c2c1Cl. (2) Given the product CS(=O)(=O)Nc1cccc(-c2cc(C(N)=O)c3[nH]nc(C4CCN(S(=O)(=O)CCCN5CCCC5)CC4)c3c2)c1, predict the reactants needed to synthesize it. The reactants are: CS(=O)(=O)Nc1cccc(B(O)O)c1.NC(=O)c1cc(Br)cc2c(C3CCN(S(=O)(=O)CCCN4CCCC4)CC3)n[nH]c12.